Dataset: Forward reaction prediction with 1.9M reactions from USPTO patents (1976-2016). Task: Predict the product of the given reaction. (1) The product is: [O:1]1[CH2:5][CH2:4][CH:3]([CH2:6][C:7]2[N:12]=[C:11]([NH2:13])[CH:10]=[CH:9][CH:8]=2)[CH2:2]1. Given the reactants [O:1]1[CH2:5][CH2:4][CH:3]([CH2:6][C:7]2[N:12]=[C:11]([NH:13]C(=O)C(C)(C)C)[CH:10]=[CH:9][CH:8]=2)[CH2:2]1.[OH-].[K+], predict the reaction product. (2) Given the reactants Br[C:2]1[N:6]2[CH:7]=[CH:8][C:9]([C:11]([F:14])([F:13])[CH3:12])=[N:10][C:5]2=[N:4][CH:3]=1.[F:15][C:16]1[CH:21]=[CH:20][C:19](B2OC(C)(C)C(C)(C)O2)=[CH:18][C:17]=1[C:31]1[C:32]([C:37]#[N:38])=[CH:33][CH:34]=[CH:35][CH:36]=1, predict the reaction product. The product is: [F:13][C:11]([C:9]1[CH:8]=[CH:7][N:6]2[C:2]([C:19]3[CH:20]=[CH:21][C:16]([F:15])=[C:17]([C:31]4[C:32]([C:37]#[N:38])=[CH:33][CH:34]=[CH:35][CH:36]=4)[CH:18]=3)=[CH:3][N:4]=[C:5]2[N:10]=1)([F:14])[CH3:12]. (3) Given the reactants CC(OI1(OC(C)=O)(OC(C)=O)OC(=O)C2C=CC=CC1=2)=O.[N:23]1[C:28]2[NH:29][C:30]3[CH:38]=[CH:37][N:36]=[CH:35][C:31]=3[CH2:32][CH:33]([OH:34])[C:27]=2[CH:26]=[CH:25][CH:24]=1.S(=O)(O)[O-].[Na+], predict the reaction product. The product is: [N:23]1[C:28]2[NH:29][C:30]3[CH:38]=[CH:37][N:36]=[CH:35][C:31]=3[CH2:32][C:33](=[O:34])[C:27]=2[CH:26]=[CH:25][CH:24]=1. (4) Given the reactants C[Li].[CH3:3][C:4]1([CH3:13])[O:8][C@@H:7]2[CH:9]=[CH:10][C:11](=[O:12])[C@@H:6]2[O:5]1.[CH2:14]1COCC1.CCOCC, predict the reaction product. The product is: [CH3:3][C:4]1([CH3:13])[O:8][C@@H:7]2[C@@H:9]([CH3:14])[CH2:10][C:11](=[O:12])[C@@H:6]2[O:5]1. (5) Given the reactants [C:1]12(COC3C(Br)=CN=C(NN)C=3)CC3CC(CC(C3)C1)C2.[Br:22][C:23]1[C:24]([CH2:31][O:32][C:33]2[CH:38]=[CH:37][C:36]([Cl:39])=[C:35]([C:40]([F:43])([F:42])[F:41])[CH:34]=2)=[CH:25][C:26]([NH:29][NH2:30])=[N:27][CH:28]=1, predict the reaction product. The product is: [Br:22][C:23]1[C:24]([CH2:31][O:32][C:33]2[CH:38]=[CH:37][C:36]([Cl:39])=[C:35]([C:40]([F:42])([F:43])[F:41])[CH:34]=2)=[CH:25][C:26]2[N:27]([CH:1]=[N:30][N:29]=2)[CH:28]=1. (6) Given the reactants [N+:1]([C:4]1[O:8][C:7]([C:9](Cl)=[O:10])=[CH:6][CH:5]=1)([O-:3])=[O:2].[CH3:12][O:13][C:14]1[CH:19]=[CH:18][CH:17]=[CH:16][C:15]=1[N:20]1[CH2:25][CH2:24][NH:23][CH2:22][CH2:21]1, predict the reaction product. The product is: [CH3:12][O:13][C:14]1[CH:19]=[CH:18][CH:17]=[CH:16][C:15]=1[N:20]1[CH2:25][CH2:24][N:23]([C:9]([C:7]2[O:8][C:4]([N+:1]([O-:3])=[O:2])=[CH:5][CH:6]=2)=[O:10])[CH2:22][CH2:21]1.